This data is from NCI-60 drug combinations with 297,098 pairs across 59 cell lines. The task is: Regression. Given two drug SMILES strings and cell line genomic features, predict the synergy score measuring deviation from expected non-interaction effect. (1) Drug 1: C1CCC(C(C1)N)N.C(=O)(C(=O)[O-])[O-].[Pt+4]. Drug 2: C(CN)CNCCSP(=O)(O)O. Cell line: SK-MEL-28. Synergy scores: CSS=8.26, Synergy_ZIP=-3.59, Synergy_Bliss=-0.519, Synergy_Loewe=-4.28, Synergy_HSA=-0.664. (2) Drug 1: C1CCC(CC1)NC(=O)N(CCCl)N=O. Drug 2: CC=C1C(=O)NC(C(=O)OC2CC(=O)NC(C(=O)NC(CSSCCC=C2)C(=O)N1)C(C)C)C(C)C. Cell line: NCIH23. Synergy scores: CSS=51.5, Synergy_ZIP=-6.05, Synergy_Bliss=-5.60, Synergy_Loewe=-25.8, Synergy_HSA=-2.94. (3) Drug 1: CC1C(C(CC(O1)OC2CC(OC(C2O)C)OC3=CC4=CC5=C(C(=O)C(C(C5)C(C(=O)C(C(C)O)O)OC)OC6CC(C(C(O6)C)O)OC7CC(C(C(O7)C)O)OC8CC(C(C(O8)C)O)(C)O)C(=C4C(=C3C)O)O)O)O. Drug 2: N.N.Cl[Pt+2]Cl. Cell line: UACC62. Synergy scores: CSS=56.8, Synergy_ZIP=-2.05, Synergy_Bliss=-3.78, Synergy_Loewe=-9.70, Synergy_HSA=-3.03. (4) Drug 1: C1=CC=C(C(=C1)C(C2=CC=C(C=C2)Cl)C(Cl)Cl)Cl. Drug 2: C1C(C(OC1N2C=NC3=C2NC=NCC3O)CO)O. Cell line: CCRF-CEM. Synergy scores: CSS=3.53, Synergy_ZIP=3.24, Synergy_Bliss=4.70, Synergy_Loewe=4.18, Synergy_HSA=2.44. (5) Drug 1: C1CCN(CC1)CCOC2=CC=C(C=C2)C(=O)C3=C(SC4=C3C=CC(=C4)O)C5=CC=C(C=C5)O. Drug 2: CC1C(C(CC(O1)OC2CC(CC3=C2C(=C4C(=C3O)C(=O)C5=C(C4=O)C(=CC=C5)OC)O)(C(=O)C)O)N)O.Cl. Cell line: A498. Synergy scores: CSS=36.4, Synergy_ZIP=-3.58, Synergy_Bliss=0.117, Synergy_Loewe=-13.1, Synergy_HSA=1.48. (6) Drug 1: CC1=C(C=C(C=C1)NC2=NC=CC(=N2)N(C)C3=CC4=NN(C(=C4C=C3)C)C)S(=O)(=O)N.Cl. Drug 2: CC1CCCC2(C(O2)CC(NC(=O)CC(C(C(=O)C(C1O)C)(C)C)O)C(=CC3=CSC(=N3)C)C)C. Cell line: CAKI-1. Synergy scores: CSS=29.4, Synergy_ZIP=-1.75, Synergy_Bliss=6.08, Synergy_Loewe=9.84, Synergy_HSA=10.2.